From a dataset of NCI-60 drug combinations with 297,098 pairs across 59 cell lines. Regression. Given two drug SMILES strings and cell line genomic features, predict the synergy score measuring deviation from expected non-interaction effect. Drug 1: COC1=C(C=C2C(=C1)N=CN=C2NC3=CC(=C(C=C3)F)Cl)OCCCN4CCOCC4. Drug 2: CC12CCC3C(C1CCC2O)C(CC4=C3C=CC(=C4)O)CCCCCCCCCS(=O)CCCC(C(F)(F)F)(F)F. Cell line: ACHN. Synergy scores: CSS=46.3, Synergy_ZIP=0.603, Synergy_Bliss=1.78, Synergy_Loewe=-0.0692, Synergy_HSA=4.07.